This data is from CYP2C19 inhibition data for predicting drug metabolism from PubChem BioAssay. The task is: Regression/Classification. Given a drug SMILES string, predict its absorption, distribution, metabolism, or excretion properties. Task type varies by dataset: regression for continuous measurements (e.g., permeability, clearance, half-life) or binary classification for categorical outcomes (e.g., BBB penetration, CYP inhibition). Dataset: cyp2c19_veith. The molecule is Cc1ccccc1-n1cnc2cc(NCc3cccs3)ccc21. The result is 1 (inhibitor).